From a dataset of Catalyst prediction with 721,799 reactions and 888 catalyst types from USPTO. Predict which catalyst facilitates the given reaction. (1) Reactant: C([O:8][C:9]1[CH:14]=[CH:13][C:12]([C:15]2[O:16][C:17]3[CH:23]=[C:22]([C:24]4[CH:25]([CH2:31][CH3:32])[CH2:26][C:27](=[O:30])[NH:28][N:29]=4)[CH:21]=[CH:20][C:18]=3[N:19]=2)=[CH:11][CH:10]=1)C1C=CC=CC=1.[H][H]. Product: [CH2:31]([CH:25]1[C:24]([C:22]2[CH:21]=[CH:20][C:18]3[N:19]=[C:15]([C:12]4[CH:13]=[CH:14][C:9]([OH:8])=[CH:10][CH:11]=4)[O:16][C:17]=3[CH:23]=2)=[N:29][NH:28][C:27](=[O:30])[CH2:26]1)[CH3:32]. The catalyst class is: 43. (2) Reactant: N1([O:10][C:11]2[CH:12]=[N:13][N:14]([CH:18]([CH2:35][CH:36]3[CH2:40][CH2:39][CH2:38][CH2:37]3)[C:19]([NH:21][C:22]3[CH:26]=[CH:25][N:24]([CH2:27][C@@H:28]4[CH2:32][O:31][C:30]([CH3:34])([CH3:33])[O:29]4)[N:23]=3)=[O:20])[C:15](=[O:17])[CH:16]=2)C2C=CC=CC=2N=N1.C(=O)([O-])[O-].[Cs+].[Cs+].[Cl:47][C:48]1[CH:53]=[CH:52][CH:51]=[CH:50][C:49]=1[CH2:54][CH2:55]O. Product: [Cl:47][C:48]1[CH:53]=[CH:52][CH:51]=[CH:50][C:49]=1[CH2:54][CH2:55][O:10][C:11]1[CH:12]=[N:13][N:14]([CH:18]([CH2:35][CH:36]2[CH2:40][CH2:39][CH2:38][CH2:37]2)[C:19]([NH:21][C:22]2[CH:26]=[CH:25][N:24]([CH2:27][C@@H:28]3[CH2:32][O:31][C:30]([CH3:34])([CH3:33])[O:29]3)[N:23]=2)=[O:20])[C:15](=[O:17])[CH:16]=1. The catalyst class is: 10. (3) Reactant: [NH2:1][C:2]1[C:11]([OH:12])=[C:10]([F:13])[CH:9]=[CH:8][C:3]=1[C:4]([O:6][CH3:7])=[O:5].[C:14](N1C=CN=C1)(N1C=CN=C1)=[S:15]. Product: [F:13][C:10]1[CH:9]=[CH:8][C:3]([C:4]([O:6][CH3:7])=[O:5])=[C:2]2[C:11]=1[O:12][C:14](=[S:15])[NH:1]2. The catalyst class is: 1. (4) Reactant: [NH:1]1[C:9]2[C:4](=[CH:5][C:6]([NH:10][C:11]3[N:23]=[CH:22][C:21]([CH:24]4[CH2:26][CH2:25]4)=[CH:20][C:12]=3[C:13]([O:15][CH2:16]CCC)=[O:14])=[CH:7][CH:8]=2)[CH:3]=[CH:2]1.[I:27]I.[OH-].[Na+]. Product: [CH:24]1([C:21]2[CH:22]=[N:23][C:11]([NH:10][C:6]3[CH:5]=[C:4]4[C:9](=[CH:8][CH:7]=3)[NH:1][CH:2]=[C:3]4[I:27])=[C:12]([CH:20]=2)[C:13]([O:15][CH3:16])=[O:14])[CH2:26][CH2:25]1. The catalyst class is: 5. (5) Reactant: [CH2:1]([O:3][P:4]([CH3:9])(=[O:8])[O:5][CH2:6][CH3:7])[CH3:2].C([Li])CCC.CON(C)[C:18](=[O:33])[CH2:19][C@H:20]([O:25][Si:26]([C:29]([CH3:32])([CH3:31])[CH3:30])([CH3:28])[CH3:27])[CH2:21][C:22](O)=[O:23].[C:35]1([C@@H:41]([NH-:43])[CH3:42])[CH:40]=[CH:39][CH:38]=[CH:37][CH:36]=1. Product: [CH2:1]([O:3][P:4]([CH2:9][C:18](=[O:33])[CH2:19][C@@H:20]([O:25][Si:26]([C:29]([CH3:31])([CH3:30])[CH3:32])([CH3:28])[CH3:27])[CH2:21][C:22](=[O:23])[NH:43][C@H:41]([C:35]1[CH:40]=[CH:39][CH:38]=[CH:37][CH:36]=1)[CH3:42])(=[O:8])[O:5][CH2:6][CH3:7])[CH3:2]. The catalyst class is: 392. (6) Reactant: Cl.[C:2]1(=[O:13])[C:7]2([CH2:12][CH2:11][CH2:10][NH:9][CH2:8]2)[CH2:6][CH2:5][CH2:4][NH:3]1.C(N(CC)CC)C.[F:21][C:22]([F:34])([F:33])[C:23]1[CH:28]=[CH:27][C:26]([S:29](Cl)(=[O:31])=[O:30])=[CH:25][CH:24]=1. Product: [F:34][C:22]([F:21])([F:33])[C:23]1[CH:24]=[CH:25][C:26]([S:29]([N:9]2[CH2:10][CH2:11][CH2:12][C:7]3([C:2](=[O:13])[NH:3][CH2:4][CH2:5][CH2:6]3)[CH2:8]2)(=[O:31])=[O:30])=[CH:27][CH:28]=1. The catalyst class is: 154. (7) Reactant: Cl.[CH2:2]1[CH2:6][O:5][C:4]2[CH:7]=[CH:8][C:9]3[CH2:10][CH2:11][C@@H:12]([CH2:14][CH2:15][NH2:16])[C:13]=3[C:3]1=2.[OH-].[Na+].[C:19](OC(=O)C)(=[O:21])[CH3:20].O. Product: [CH2:2]1[CH2:6][O:5][C:4]2[CH:7]=[CH:8][C:9]3[CH2:10][CH2:11][C@@H:12]([CH2:14][CH2:15][NH:16][C:19](=[O:21])[CH3:20])[C:13]=3[C:3]1=2. The catalyst class is: 7. (8) Reactant: [ClH:1].[F:2][C:3]1[CH:4]=[C:5]([CH2:29][CH2:30][C:31]([OH:33])=[O:32])[CH:6]=[C:7]([O:10][CH2:11][C@H:12]([OH:28])[CH2:13][NH:14][C:15]([CH3:27])([CH3:26])[CH2:16][CH:17]2[CH2:25][C:24]3[C:19](=[CH:20][CH:21]=[CH:22][CH:23]=3)[CH2:18]2)[C:8]=1[F:9].Cl.[CH2:35](O)[CH3:36]. Product: [ClH:1].[CH2:35]([O:32][C:31](=[O:33])[CH2:30][CH2:29][C:5]1[CH:6]=[C:7]([O:10][CH2:11][C@H:12]([OH:28])[CH2:13][NH:14][C:15]([CH3:27])([CH3:26])[CH2:16][CH:17]2[CH2:18][C:19]3[C:24](=[CH:23][CH:22]=[CH:21][CH:20]=3)[CH2:25]2)[C:8]([F:9])=[C:3]([F:2])[CH:4]=1)[CH3:36].[ClH:1]. The catalyst class is: 27. (9) Reactant: [F:1][C:2]([F:21])([F:20])[C:3]1[N:8]=[C:7]([N:9]2[CH2:14][CH2:13][NH:12][CH:11]([C:15]([O:17][CH2:18][CH3:19])=[O:16])[CH2:10]2)[CH:6]=[CH:5][CH:4]=1.[C:22]([O:26][CH2:27][CH3:28])(=[O:25])[CH:23]=[CH2:24].C(N(CC)C(C)C)(C)C. Product: [CH2:27]([O:26][C:22](=[O:25])[CH2:23][CH2:24][N:12]1[CH2:13][CH2:14][N:9]([C:7]2[CH:6]=[CH:5][CH:4]=[C:3]([C:2]([F:1])([F:20])[F:21])[N:8]=2)[CH2:10][CH:11]1[C:15]([O:17][CH2:18][CH3:19])=[O:16])[CH3:28]. The catalyst class is: 8. (10) Reactant: [NH:1]1[CH2:6][CH2:5][CH2:4][CH2:3][CH2:2]1.[Li]CCCC.[F:12][C:13]1[CH:18]=[CH:17][C:16]([N:19]2[C:24](=[O:25])[C:23](OC)=[C:22]([C:28]3[CH:33]=[CH:32][C:31]([S:34][CH3:35])=[CH:30][CH:29]=3)[CH:21]=[N:20]2)=[CH:15][CH:14]=1.[NH2-].[Li+]. Product: [F:12][C:13]1[CH:18]=[CH:17][C:16]([N:19]2[C:24](=[O:25])[C:23]([N:1]3[CH2:6][CH2:5][CH2:4][CH2:3][CH2:2]3)=[C:22]([C:28]3[CH:29]=[CH:30][C:31]([S:34][CH3:35])=[CH:32][CH:33]=3)[CH:21]=[N:20]2)=[CH:15][CH:14]=1. The catalyst class is: 11.